This data is from Reaction yield outcomes from USPTO patents with 853,638 reactions. The task is: Predict the reaction yield, written as a fraction of the theoretical maximum amount of product (1.0 means a 100% yield; for example, 0.34 means a 34% yield). The reactants are [CH2:1]([C:3]1[C:11]2[C:6](=[N:7][C:8]([CH3:27])=[C:9]([CH:19]([CH2:24][CH2:25][CH3:26])[C:20]([O:22]C)=[O:21])[C:10]=2[C:12]2[CH:17]=[CH:16][C:15]([CH3:18])=[CH:14][CH:13]=2)[S:5][C:4]=1[CH3:28])[CH3:2].[OH-].[Na+]. The catalyst is CO.C(O)C. The product is [CH2:1]([C:3]1[C:11]2[C:6](=[N:7][C:8]([CH3:27])=[C:9]([CH:19]([CH2:24][CH2:25][CH3:26])[C:20]([OH:22])=[O:21])[C:10]=2[C:12]2[CH:17]=[CH:16][C:15]([CH3:18])=[CH:14][CH:13]=2)[S:5][C:4]=1[CH3:28])[CH3:2]. The yield is 0.540.